Dataset: NCI-60 drug combinations with 297,098 pairs across 59 cell lines. Task: Regression. Given two drug SMILES strings and cell line genomic features, predict the synergy score measuring deviation from expected non-interaction effect. Drug 1: CC12CCC3C(C1CCC2O)C(CC4=C3C=CC(=C4)O)CCCCCCCCCS(=O)CCCC(C(F)(F)F)(F)F. Drug 2: C1=NC2=C(N1)C(=S)N=CN2. Cell line: NCI-H460. Synergy scores: CSS=7.25, Synergy_ZIP=-3.36, Synergy_Bliss=0.762, Synergy_Loewe=-6.59, Synergy_HSA=-0.761.